From a dataset of Forward reaction prediction with 1.9M reactions from USPTO patents (1976-2016). Predict the product of the given reaction. (1) Given the reactants [CH2:1]([N:8]1[C:16]2[C:11](=[CH:12][C:13]([O:17][CH2:18][CH2:19]OS(C3C=CC(C)=CC=3)(=O)=O)=[CH:14][CH:15]=2)[C:10]([S:31]([C:34]2[C:43]3[C:38](=[CH:39][CH:40]=[CH:41][CH:42]=3)[CH:37]=[CH:36][CH:35]=2)(=[O:33])=[O:32])=[N:9]1)[C:2]1[CH:7]=[CH:6][CH:5]=[CH:4][CH:3]=1.[NH:44]1[CH2:48][CH2:47][CH2:46][CH2:45]1, predict the reaction product. The product is: [CH2:1]([N:8]1[C:16]2[C:11](=[CH:12][C:13]([O:17][CH2:18][CH2:19][N:44]3[CH2:48][CH2:47][CH2:46][CH2:45]3)=[CH:14][CH:15]=2)[C:10]([S:31]([C:34]2[C:43]3[C:38](=[CH:39][CH:40]=[CH:41][CH:42]=3)[CH:37]=[CH:36][CH:35]=2)(=[O:33])=[O:32])=[N:9]1)[C:2]1[CH:7]=[CH:6][CH:5]=[CH:4][CH:3]=1. (2) The product is: [CH2:1]([O:3][C:4](=[O:16])[CH:5]([C:7]1[CH:8]=[CH:9][C:10]([NH2:13])=[CH:11][CH:12]=1)[CH3:6])[CH3:2]. Given the reactants [CH2:1]([O:3][C:4](=[O:16])[CH:5]([C:7]1[CH:12]=[CH:11][C:10]([N+:13]([O-])=O)=[CH:9][CH:8]=1)[CH3:6])[CH3:2], predict the reaction product. (3) Given the reactants [Br:1][C:2]1[CH:7]=[CH:6][C:5]([CH2:8]O)=[CH:4][C:3]=1[OH:10].P(Br)(Br)[Br:12], predict the reaction product. The product is: [Br:1][C:2]1[CH:7]=[CH:6][C:5]([CH2:8][Br:12])=[CH:4][C:3]=1[OH:10]. (4) The product is: [I:1][C:2]1[CH:7]=[CH:6][C:5]2[C:8]3[CH2:13][CH2:12][NH:11][CH:10]([CH3:15])[C:9]=3[O:14][C:4]=2[CH:3]=1. Given the reactants [I:1][C:2]1[CH:7]=[CH:6][C:5]2[C:8]3[CH2:13][CH2:12][NH:11][CH2:10][C:9]=3[O:14][C:4]=2[CH:3]=1.[CH:15](=O)C, predict the reaction product. (5) Given the reactants [Cl:1][C:2]1[CH:9]=[CH:8][C:5]([C:6]#[N:7])=[C:4]([C:10]2[C:15]([O:16][CH3:17])=[CH:14][NH:13][C:12](=[O:18])[CH:11]=2)[CH:3]=1.[H-].[Na+].[CH3:21][CH:22]([CH3:37])[CH:23](OS(C(F)(F)F)(=O)=O)[C:24]([O:26][CH2:27][CH3:28])=[O:25], predict the reaction product. The product is: [Cl:1][C:2]1[CH:9]=[CH:8][C:5]([C:6]#[N:7])=[C:4]([C:10]2[C:15]([O:16][CH3:17])=[CH:14][N:13]([CH:23]([CH:22]([CH3:37])[CH3:21])[C:24]([O:26][CH2:27][CH3:28])=[O:25])[C:12](=[O:18])[CH:11]=2)[CH:3]=1. (6) Given the reactants [Br:1][C:2]1[N:3]=[C:4](Br)[C:5]2[N:6]([CH:8]=[CH:9][N:10]=2)[CH:7]=1.C(N(C(C)C)CC)(C)C.[NH2:21][C:22]1[N:27]=[CH:26][C:25]([N:28]2[CH2:33][CH2:32][N:31]([C:34]([O:36][C:37]([CH3:40])([CH3:39])[CH3:38])=[O:35])[CH2:30][CH2:29]2)=[CH:24][CH:23]=1, predict the reaction product. The product is: [Br:1][C:2]1[N:3]=[C:4]([NH:21][C:22]2[N:27]=[CH:26][C:25]([N:28]3[CH2:33][CH2:32][N:31]([C:34]([O:36][C:37]([CH3:40])([CH3:39])[CH3:38])=[O:35])[CH2:30][CH2:29]3)=[CH:24][CH:23]=2)[C:5]2[N:6]([CH:8]=[CH:9][N:10]=2)[CH:7]=1.